Dataset: Catalyst prediction with 721,799 reactions and 888 catalyst types from USPTO. Task: Predict which catalyst facilitates the given reaction. (1) Product: [Cl:1][C:2]1[CH:3]=[C:4]([N:13]2[C:18](=[O:19])[C:17]3[NH:20][CH:21]=[CH:22][C:16]=3[N:15]=[C:14]2[S:23][CH2:25][CH3:26])[CH:5]=[CH:6][C:7]=1[O:8][CH2:9][CH:10]1[CH2:11][CH2:12]1. The catalyst class is: 9. Reactant: [Cl:1][C:2]1[CH:3]=[C:4]([N:13]2[C:18](=[O:19])[C:17]3[NH:20][CH:21]=[CH:22][C:16]=3[NH:15][C:14]2=[S:23])[CH:5]=[CH:6][C:7]=1[O:8][CH2:9][CH:10]1[CH2:12][CH2:11]1.I[CH2:25][CH3:26].C(=O)([O-])O.[Na+]. (2) Reactant: C([C:3]1[C:8]([O:9][C:10]2[C:11]([CH3:21])=[N:12][C:13]3[C:18]([CH:19]=2)=[CH:17][CH:16]=[CH:15][C:14]=3[F:20])=[CH:7][CH:6]=[CH:5][N:4]=1)#N.[CH3:22][Mg]Cl.Cl.[C:26](=[O:29])(O)[O-].[Na+]. Product: [CH3:21][C:11]1[C:10]([O:9][C:8]2[C:3]([C:26](=[O:29])[CH3:22])=[N:4][CH:5]=[CH:6][CH:7]=2)=[CH:19][C:18]2[C:13](=[C:14]([F:20])[CH:15]=[CH:16][CH:17]=2)[N:12]=1. The catalyst class is: 7. (3) Reactant: [Br:1][C:2]1[N:6]2[CH2:7][CH2:8][N:9]([C:11]([O:13][C:14]([CH3:17])([CH3:16])[CH3:15])=[O:12])[CH2:10][C:5]2=[C:4]([C:18]([O:20]C)=[O:19])[N:3]=1.[Li+].[OH-]. Product: [Br:1][C:2]1[N:6]2[CH2:7][CH2:8][N:9]([C:11]([O:13][C:14]([CH3:15])([CH3:16])[CH3:17])=[O:12])[CH2:10][C:5]2=[C:4]([C:18]([OH:20])=[O:19])[N:3]=1. The catalyst class is: 24. (4) Reactant: [CH3:1][Si:2]([CH3:17])([CH3:16])[CH2:3][CH2:4][O:5][CH2:6][N:7]1[C:11]2[CH:12]=[CH:13][CH:14]=[CH:15][C:10]=2[N:9]=[CH:8]1.C([Li])CCC.[I:23]I. Product: [I:23][C:8]1[N:7]([CH2:6][O:5][CH2:4][CH2:3][Si:2]([CH3:17])([CH3:16])[CH3:1])[C:11]2[CH:12]=[CH:13][CH:14]=[CH:15][C:10]=2[N:9]=1. The catalyst class is: 1.